From a dataset of Catalyst prediction with 721,799 reactions and 888 catalyst types from USPTO. Predict which catalyst facilitates the given reaction. Reactant: [C:1]([O:5][C:6]([NH:8][CH:9]([CH2:13][C:14]([F:17])([F:16])[F:15])[C:10]([OH:12])=O)=[O:7])([CH3:4])([CH3:3])[CH3:2].CN(C(ON1N=NC2C=CC=NC1=2)=[N+](C)C)C.F[P-](F)(F)(F)(F)F.CCN(C(C)C)C(C)C.[NH2:51][N:52]1[CH:56]=[CH:55][CH:54]=[C:53]1[C:57]([NH:59][C:60]1[CH:65]=[CH:64][CH:63]=[CH:62][CH:61]=1)=[O:58]. Product: [F:15][C:14]([F:17])([F:16])[CH2:13][CH:9]([NH:8][C:6](=[O:7])[O:5][C:1]([CH3:2])([CH3:3])[CH3:4])[C:10](=[O:12])[NH:51][N:52]1[CH:56]=[CH:55][CH:54]=[C:53]1[C:57](=[O:58])[NH:59][C:60]1[CH:61]=[CH:62][CH:63]=[CH:64][CH:65]=1. The catalyst class is: 204.